The task is: Predict the reactants needed to synthesize the given product.. This data is from Full USPTO retrosynthesis dataset with 1.9M reactions from patents (1976-2016). (1) Given the product [NH2:9][C:8]1[CH:7]=[C:6]([C:12]([CH3:19])([CH3:18])[CH2:13][O:14][C:15](=[O:17])[CH3:16])[CH:5]=[C:4]([NH2:20])[C:3]=1[O:2][CH3:1], predict the reactants needed to synthesize it. The reactants are: [CH3:1][O:2][C:3]1[C:8]([N+:9]([O-])=O)=[CH:7][C:6]([C:12]([CH3:19])([CH3:18])[CH2:13][O:14][C:15](=[O:17])[CH3:16])=[CH:5][C:4]=1[N+:20]([O-])=O.C(OCC)(=O)C.C([O-])=O.[NH4+]. (2) Given the product [Br:8][C:5]1[CH:6]=[CH:7][C:2]2[N:1]=[C:10]([CH:11]3[CH2:16][C:15](=[CH2:14])[CH2:12]3)[S:9][C:3]=2[CH:4]=1, predict the reactants needed to synthesize it. The reactants are: [NH2:1][C:2]1[CH:7]=[CH:6][C:5]([Br:8])=[CH:4][C:3]=1[SH:9].[CH3:10][C:11]1[CH:12]=C[C:14](S(O)(=O)=O)=[CH:15][CH:16]=1.C1(C)C=CC(C)=CC=1.C=C1CC(C(Cl)=O)C1. (3) Given the product [N:13]1[CH:14]=[CH:15][CH:16]=[CH:17][C:12]=1[O:8][CH2:7][C:4]1[CH:5]=[CH:6][C:1]([CH2:9][OH:10])=[CH:2][CH:3]=1, predict the reactants needed to synthesize it. The reactants are: [C:1]1([CH2:9][OH:10])[CH:6]=[CH:5][C:4]([CH2:7][OH:8])=[CH:3][CH:2]=1.F[C:12]1[CH:17]=[CH:16][CH:15]=[CH:14][N:13]=1.CN(C)C=O.[H-].[Na+]. (4) The reactants are: [NH2:1][C:2]1[CH:7]=[CH:6][CH:5]=[C:4]([NH2:8])[C:3]=1[NH:9][CH2:10][CH2:11][C:12]([O:14][CH2:15][CH3:16])=[O:13].[Cl:17][C:18]1[CH:23]=[C:22]([Cl:24])[CH:21]=[CH:20][C:19]=1[N:25]=[C:26]=[S:27]. Given the product [NH2:1][C:2]1[CH:7]=[CH:6][CH:5]=[C:4]([NH:8][C:26]([NH:25][C:19]2[CH:20]=[CH:21][C:22]([Cl:24])=[CH:23][C:18]=2[Cl:17])=[S:27])[C:3]=1[NH:9][CH2:10][CH2:11][C:12]([O:14][CH2:15][CH3:16])=[O:13], predict the reactants needed to synthesize it. (5) Given the product [Si:10]([O:1][C:2]1[CH:3]=[C:4]([CH:7]=[CH:8][CH:9]=1)[CH:5]=[O:6])([C:13]([CH3:16])([CH3:15])[CH3:14])([CH3:12])[CH3:11], predict the reactants needed to synthesize it. The reactants are: [OH:1][C:2]1[CH:3]=[C:4]([CH:7]=[CH:8][CH:9]=1)[CH:5]=[O:6].[Si:10](O[Si:10]([C:13]([CH3:16])([CH3:15])[CH3:14])([CH3:12])[CH3:11])([C:13]([CH3:16])([CH3:15])[CH3:14])([CH3:12])[CH3:11].[Si](Cl)(C(C)(C)C)(C)C.C(N(CC)CC)C. (6) Given the product [C:7]([O:11][C:12]([N:14]1[CH2:18][CH:17]=[CH:16][C@H:15]1[CH2:19][O:20][S:22]([CH3:21])(=[O:24])=[O:23])=[O:13])([CH3:10])([CH3:9])[CH3:8], predict the reactants needed to synthesize it. The reactants are: N1C=CC=CC=1.[C:7]([O:11][C:12]([N:14]1[CH2:18][CH:17]=[CH:16][C@H:15]1[CH2:19][OH:20])=[O:13])([CH3:10])([CH3:9])[CH3:8].[CH3:21][S:22](Cl)(=[O:24])=[O:23].